From a dataset of Forward reaction prediction with 1.9M reactions from USPTO patents (1976-2016). Predict the product of the given reaction. (1) Given the reactants [CH2:1]([N:8]1[C:13]([CH3:14])=[CH:12][CH:11]=[C:10]([C:15]([OH:17])=O)[C:9]1=[O:18])[C:2]1[CH:7]=[CH:6][CH:5]=[CH:4][CH:3]=1.[NH2:19][C@@H:20]([CH2:28][CH2:29][CH2:30][NH:31][C:32]([NH:34][S:35]([C:38]1[C:39]([CH3:52])=[C:40]2[C:45](=[C:46]([CH3:49])[C:47]=1[CH3:48])[O:44][C:43]([CH3:51])([CH3:50])[CH2:42][CH2:41]2)(=[O:37])=[O:36])=[NH:33])[C:21]([O:23][C:24]([CH3:27])([CH3:26])[CH3:25])=[O:22].CN(C(ON1N=NC2C=CC=CC1=2)=[N+](C)C)C.F[P-](F)(F)(F)(F)F.CCN(C(C)C)C(C)C, predict the reaction product. The product is: [CH2:1]([N:8]1[C:13]([CH3:14])=[CH:12][CH:11]=[C:10]([C:15]([NH:19][C@@H:20]([CH2:28][CH2:29][CH2:30][NH:31][C:32]([NH:34][S:35]([C:38]2[C:39]([CH3:52])=[C:40]3[C:45](=[C:46]([CH3:49])[C:47]=2[CH3:48])[O:44][C:43]([CH3:51])([CH3:50])[CH2:42][CH2:41]3)(=[O:36])=[O:37])=[NH:33])[C:21]([O:23][C:24]([CH3:25])([CH3:26])[CH3:27])=[O:22])=[O:17])[C:9]1=[O:18])[C:2]1[CH:3]=[CH:4][CH:5]=[CH:6][CH:7]=1. (2) Given the reactants [F:1][C:2]([F:24])([F:23])[C:3]1[CH:4]=[C:5]([C:13]2[N:17]=[CH:16][N:15](/[CH:18]=[CH:19]\[C:20](O)=[O:21])[N:14]=2)[CH:6]=[C:7]([C:9]([F:12])([F:11])[F:10])[CH:8]=1.[NH:25]([C:27]1[CH:32]=[CH:31][C:30]([CH3:33])=[CH:29][N:28]=1)[NH2:26].C(P1(=O)OP(CCC)(=O)OP(CCC)(=O)O1)CC.CCN(C(C)C)C(C)C, predict the reaction product. The product is: [F:11][C:9]([F:12])([F:10])[C:7]1[CH:6]=[C:5]([C:13]2[N:17]=[CH:16][N:15](/[CH:18]=[CH:19]\[C:20]([NH:26][NH:25][C:27]3[CH:32]=[CH:31][C:30]([CH3:33])=[CH:29][N:28]=3)=[O:21])[N:14]=2)[CH:4]=[C:3]([C:2]([F:24])([F:23])[F:1])[CH:8]=1. (3) Given the reactants Cl.[CH2:2]([NH:4][C:5]([NH:7][C:8]1[CH:13]=[CH:12][C:11]([C:14]2[N:15]=[C:16]([N:24]3[CH2:29][CH2:28][O:27][CH2:26][C@@H:25]3[CH3:30])[C:17]3[CH2:23][CH2:22][NH:21][CH2:20][C:18]=3[N:19]=2)=[CH:10][CH:9]=1)=[O:6])[CH3:3].Br[CH2:32][CH2:33][CH2:34][O:35][CH3:36], predict the reaction product. The product is: [CH2:2]([NH:4][C:5]([NH:7][C:8]1[CH:9]=[CH:10][C:11]([C:14]2[N:15]=[C:16]([N:24]3[CH2:29][CH2:28][O:27][CH2:26][C@@H:25]3[CH3:30])[C:17]3[CH2:23][CH2:22][N:21]([CH2:32][CH2:33][CH2:34][O:35][CH3:36])[CH2:20][C:18]=3[N:19]=2)=[CH:12][CH:13]=1)=[O:6])[CH3:3].